Dataset: Forward reaction prediction with 1.9M reactions from USPTO patents (1976-2016). Task: Predict the product of the given reaction. (1) Given the reactants [C:1]1([C:6]2[S:14][C:13]3[C:12]([C:15]([NH2:17])=[O:16])=[CH:11][N:10]=[C:9]([NH:18]CC4C=CC(OC)=CC=4)[C:8]=3[CH:7]=2)[CH2:5][CH2:4][CH2:3][CH:2]=1.C(O)(C(F)(F)F)=O, predict the reaction product. The product is: [NH4+:10].[OH-:16].[NH2:18][C:9]1[C:8]2[CH:7]=[C:6]([C:1]3[CH2:5][CH2:4][CH2:3][CH:2]=3)[S:14][C:13]=2[C:12]([C:15]([NH2:17])=[O:16])=[CH:11][N:10]=1. (2) Given the reactants [CH:1]1([CH2:7][NH2:8])[CH2:6][CH2:5][CH2:4][CH2:3][CH2:2]1.[CH3:9][C:10]1[N:15]([C:16]2[CH:21]=[CH:20][CH:19]=[C:18]([C:22]([F:25])([F:24])[F:23])[CH:17]=2)[C:14](=[O:26])[C:13]([C:27](O)=[O:28])=[CH:12][C:11]=1[C:30]1[CH:35]=[CH:34][CH:33]=[CH:32][CH:31]=1.CN(C(ON1N=NC2C=CC=NC1=2)=[N+](C)C)C.F[P-](F)(F)(F)(F)F.C1C=NC2N(O)N=NC=2C=1.CCN(C(C)C)C(C)C, predict the reaction product. The product is: [CH:1]1([CH2:7][NH:8][C:27]([C:13]2[C:14](=[O:26])[N:15]([C:16]3[CH:21]=[CH:20][CH:19]=[C:18]([C:22]([F:24])([F:25])[F:23])[CH:17]=3)[C:10]([CH3:9])=[C:11]([C:30]3[CH:31]=[CH:32][CH:33]=[CH:34][CH:35]=3)[CH:12]=2)=[O:28])[CH2:6][CH2:5][CH2:4][CH2:3][CH2:2]1. (3) Given the reactants NC1C(Br)=C[C:5]([O:9]C)=C(Br)N=1.BrC1C(O)=CC=CN=1.[Br:20][C:21]1[C:26](OC)=[CH:25][CH:24]=[C:23]([N+:29]([O-:31])=[O:30])[N:22]=1, predict the reaction product. The product is: [Br:20][C:21]1[CH:26]=[CH:25][C:24]([O:9][CH3:5])=[C:23]([N+:29]([O-:31])=[O:30])[N:22]=1. (4) Given the reactants [CH:1]([O:4][C:5]1[CH:13]=[CH:12][C:8]([C:9]([OH:11])=[O:10])=[CH:7][CH:6]=1)([CH3:3])[CH3:2].[Li][C:15](C)(C)C.CN(CCN(C)C)C.IC.CCOC(C)=O, predict the reaction product. The product is: [CH:1]([O:4][C:5]1[CH:13]=[CH:12][C:8]([C:9]([OH:11])=[O:10])=[C:7]([CH3:15])[CH:6]=1)([CH3:3])[CH3:2]. (5) Given the reactants [F:1][C:2]1[CH:8]=[CH:7][CH:6]=[CH:5][C:3]=1[NH2:4].[C:9]([C:15]([O:17][CH3:18])=[O:16])#[C:10][C:11]([O:13][CH3:14])=[O:12], predict the reaction product. The product is: [F:1][C:2]1[CH:8]=[CH:7][CH:6]=[CH:5][C:3]=1[NH:4]/[C:10](=[CH:9]/[C:15]([O:17][CH3:18])=[O:16])/[C:11]([O:13][CH3:14])=[O:12].